The task is: Predict the reaction yield, written as a fraction of the theoretical maximum amount of product (1.0 means a 100% yield; for example, 0.34 means a 34% yield).. This data is from Reaction yield outcomes from USPTO patents with 853,638 reactions. (1) The reactants are [C:1](#[N:8])[C:2]1[CH:7]=[CH:6][CH:5]=[CH:4][CH:3]=1.[NH2:9][OH:10]. The catalyst is CCO. The product is [OH:10][N:9]=[C:1]([NH2:8])[C:2]1[CH:7]=[CH:6][CH:5]=[CH:4][CH:3]=1. The yield is 1.00. (2) The reactants are [NH2:1][C:2]1[S:3][C:4]2[CH:10]=[C:9]([O:11][C:12]3[CH:13]=[C:14]([NH:20][C:21](=[O:33])[C:22]4[CH:27]=[CH:26][CH:25]=[C:24]([C:28]5([C:31]#[N:32])[CH2:30][CH2:29]5)[CH:23]=4)[CH:15]=[CH:16][C:17]=3[O:18][CH3:19])[CH:8]=[CH:7][C:5]=2[N:6]=1.[CH:34]1([C:37](Cl)=[O:38])[CH2:36][CH2:35]1.O. The catalyst is CN(C)C1C=CN=CC=1.N1C=CC=CC=1. The product is [C:31]([C:28]1([C:24]2[CH:23]=[C:22]([CH:27]=[CH:26][CH:25]=2)[C:21]([NH:20][C:14]2[CH:15]=[CH:16][C:17]([O:18][CH3:19])=[C:12]([O:11][C:9]3[CH:8]=[CH:7][C:5]4[N:6]=[C:2]([NH:1][C:37]([CH:34]5[CH2:36][CH2:35]5)=[O:38])[S:3][C:4]=4[CH:10]=3)[CH:13]=2)=[O:33])[CH2:30][CH2:29]1)#[N:32]. The yield is 0.550. (3) The reactants are [Cl:1][C:2]1[C:3]2[CH:10]=[CH:9][NH:8][C:4]=2[N:5]=[CH:6][N:7]=1.[H-].[Na+].[Cl:13][CH2:14][CH2:15][CH:16](OS(C)(=O)=O)[C:17]1[CH:22]=[CH:21][CH:20]=[CH:19][CH:18]=1. The catalyst is CN(C=O)C.O.CCOC(C)=O. The product is [Cl:1][C:2]1[C:3]2[CH:10]=[CH:9][N:8]([CH:16]([C:17]3[CH:22]=[CH:21][CH:20]=[CH:19][CH:18]=3)[CH2:15][CH2:14][Cl:13])[C:4]=2[N:5]=[CH:6][N:7]=1. The yield is 0.560. (4) The reactants are FC(F)(F)S([O-])(=O)=O.[Br:9][C:10]1[CH:11]=[C:12]2[C:17](=[CH:18][CH:19]=1)[CH:16]=[N+:15]([CH3:20])[CH:14]=[CH:13]2.CC1C(Br)=C(O)C(Br)=CC=1C1(C2C=C(Br)C(O)=C(Br)C=2C)OS(=O)(=O)C2C=CC=CC1=2.[BH4-].[Na+].Cl.[OH-].[Na+]. The catalyst is CO.C(O)(=O)C.O. The product is [Br:9][C:10]1[CH:11]=[C:12]2[C:17](=[CH:18][CH:19]=1)[CH2:16][N:15]([CH3:20])[CH2:14][CH2:13]2. The yield is 0.990.